The task is: Predict the product of the given reaction.. This data is from Forward reaction prediction with 1.9M reactions from USPTO patents (1976-2016). Given the reactants [CH2:1]([O:3][C:4]1[CH:5]=[C:6]2[C:11](=[C:12]3[CH2:16][C:15]([CH3:18])([CH3:17])[O:14][C:13]=13)[C:10]([C:19]1[CH:27]=[CH:26][C:22]([C:23](O)=[O:24])=[C:21]([NH:28][CH2:29][C:30]3[CH:35]=[CH:34][CH:33]=[CH:32][CH:31]=3)[CH:20]=1)=[N:9][C:8]([CH3:37])([CH3:36])[CH2:7]2)[CH3:2].Cl.[CH2:39]([O:41][C:42](=[O:45])[CH2:43][NH2:44])[CH3:40].O.ON1C2C=CC=CC=2N=N1.Cl.C(N=C=NCCCN(C)C)C, predict the reaction product. The product is: [CH2:39]([O:41][C:42](=[O:45])[CH2:43][NH:44][C:23](=[O:24])[C:22]1[CH:26]=[CH:27][C:19]([C:10]2[C:11]3[C:6](=[CH:5][C:4]([O:3][CH2:1][CH3:2])=[C:13]4[O:14][C:15]([CH3:17])([CH3:18])[CH2:16][C:12]4=3)[CH2:7][C:8]([CH3:36])([CH3:37])[N:9]=2)=[CH:20][C:21]=1[NH:28][CH2:29][C:30]1[CH:31]=[CH:32][CH:33]=[CH:34][CH:35]=1)[CH3:40].